From a dataset of Full USPTO retrosynthesis dataset with 1.9M reactions from patents (1976-2016). Predict the reactants needed to synthesize the given product. (1) Given the product [ClH:37].[CH3:20][C@H:15]1[CH2:16][O:17][CH2:18][CH2:19][N:14]1[C:12]1[N:13]=[C:8]([C:5]2[CH:4]=[N:3][C:2]([NH2:1])=[N:7][CH:6]=2)[C:9]2[CH2:23][CH2:22][N:21]([C@@:24]3([CH3:36])[CH2:28][CH2:27][NH:26][CH2:25]3)[C:10]=2[N:11]=1, predict the reactants needed to synthesize it. The reactants are: [NH2:1][C:2]1[N:7]=[CH:6][C:5]([C:8]2[C:9]3[CH2:23][CH2:22][N:21]([C@@:24]4([CH3:36])[CH2:28][CH2:27][N:26](C(OC(C)(C)C)=O)[CH2:25]4)[C:10]=3[N:11]=[C:12]([N:14]3[CH2:19][CH2:18][O:17][CH2:16][C@@H:15]3[CH3:20])[N:13]=2)=[CH:4][N:3]=1.[ClH:37].O1CCOCC1. (2) Given the product [F:1][C:2]1[CH:3]=[C:4]([C:8]2[N:13]=[CH:12][C:11]([C:14]([Cl:19])=[O:16])=[CH:10][CH:9]=2)[CH:5]=[CH:6][CH:7]=1, predict the reactants needed to synthesize it. The reactants are: [F:1][C:2]1[CH:3]=[C:4]([C:8]2[N:13]=[CH:12][C:11]([C:14]([OH:16])=O)=[CH:10][CH:9]=2)[CH:5]=[CH:6][CH:7]=1.S(Cl)([Cl:19])=O. (3) The reactants are: [Cl:1][C:2]1[C:3](Cl)=[N:4][CH:5]=[C:6]([CH:12]=1)[C:7]([O:9][CH2:10][CH3:11])=[O:8].Cl.[F:15][C:16]1[CH:28]=[CH:27][C:19]([CH2:20][N:21]([CH3:26])[C:22](=[O:25])[CH2:23][NH2:24])=[CH:18][CH:17]=1.CCN(C(C)C)C(C)C.O. Given the product [Cl:1][C:2]1[C:3]([NH:24][CH2:23][C:22]([N:21]([CH2:20][C:19]2[CH:18]=[CH:17][C:16]([F:15])=[CH:28][CH:27]=2)[CH3:26])=[O:25])=[N:4][CH:5]=[C:6]([CH:12]=1)[C:7]([O:9][CH2:10][CH3:11])=[O:8], predict the reactants needed to synthesize it.